Dataset: Forward reaction prediction with 1.9M reactions from USPTO patents (1976-2016). Task: Predict the product of the given reaction. (1) Given the reactants C([O:4][CH2:5][C@@H:6]([NH:32][C:33]([O:35][CH2:36][C:37]1[CH:42]=[CH:41][CH:40]=[CH:39][CH:38]=1)=[O:34])[C:7]([N:9]1[CH2:13][CH2:12][CH2:11][C@H:10]1[C:14]([N:16]1[CH2:20][CH2:19][CH2:18][C@H:17]1[C:21]([NH:23][C@@H:24]([C@H:29]([OH:31])C)[C:25]([O:27][CH3:28])=[O:26])=[O:22])=[O:15])=[O:8])(=O)C.CN1CCOCC1.Cl.COC(=O)[C@@H](NC([C@@H]1CCCN1)=O)CO, predict the reaction product. The product is: [CH2:36]([O:35][C:33]([NH:32][C@@H:6]([CH2:5][OH:4])[C:7]([N:9]1[CH2:13][CH2:12][CH2:11][C@H:10]1[C:14]([N:16]1[CH2:20][CH2:19][CH2:18][C@H:17]1[C:21]([NH:23][C@@H:24]([CH2:29][OH:31])[C:25]([O:27][CH3:28])=[O:26])=[O:22])=[O:15])=[O:8])=[O:34])[C:37]1[CH:38]=[CH:39][CH:40]=[CH:41][CH:42]=1. (2) Given the reactants C(=O)([O-])[O-].[K+].[K+].[Cl:7][C:8]1[CH:13]=[C:12](Cl)[CH:11]=[CH:10][C:9]=1[N+:15]([O-:17])=[O:16].[OH:18][C:19]1[CH:23]=[C:22]([CH3:24])[NH:21][N:20]=1.Cl, predict the reaction product. The product is: [Cl:7][C:8]1[CH:13]=[C:12]([O:18][C:19]2[CH:23]=[C:22]([CH3:24])[NH:21][N:20]=2)[CH:11]=[CH:10][C:9]=1[N+:15]([O-:17])=[O:16]. (3) The product is: [CH2:27]([N:34]1[CH2:38][CH2:19][C:18]([S:15]([C:12]2[CH:13]=[CH:14][C:9]([F:8])=[CH:10][CH:11]=2)(=[O:17])=[O:16])([C:20]2[CH:21]=[CH:22][C:23]([I:26])=[CH:24][CH:25]=2)[CH2:35]1)[C:28]1[CH:33]=[CH:32][CH:31]=[CH:30][CH:29]=1. Given the reactants FC(F)(F)C(O)=O.[F:8][C:9]1[CH:14]=[CH:13][C:12]([S:15]([C:18]([C:20]2[CH:25]=[CH:24][C:23]([I:26])=[CH:22][CH:21]=2)=[CH2:19])(=[O:17])=[O:16])=[CH:11][CH:10]=1.[CH2:27]([N:34]([CH2:38][Si](C)(C)C)[CH2:35]OC)[C:28]1[CH:33]=[CH:32][CH:31]=[CH:30][CH:29]=1, predict the reaction product. (4) Given the reactants [CH:1]1([N:7]([CH:11]2[CH2:16][CH2:15][CH2:14][CH2:13][CH2:12]2)[C:8](Cl)=[O:9])[CH2:6][CH2:5][CH2:4][CH2:3][CH2:2]1.[F:17][C:18]([F:25])([F:24])[CH2:19][NH:20][C:21]([NH2:23])=[O:22], predict the reaction product. The product is: [CH:1]1([N:7]([CH:11]2[CH2:16][CH2:15][CH2:14][CH2:13][CH2:12]2)[C:8]([NH:23][C:21]([NH:20][CH2:19][C:18]([F:25])([F:24])[F:17])=[O:22])=[O:9])[CH2:6][CH2:5][CH2:4][CH2:3][CH2:2]1. (5) Given the reactants C(OC(=O)[NH:7][CH2:8][C:9]1[CH:14]=[CH:13][CH:12]=[CH:11][C:10]=1[CH2:15][C:16](=[O:32])[N:17]([CH3:31])[C@@H:18]([C:25]1[CH:30]=[CH:29][CH:28]=[CH:27][CH:26]=1)[CH2:19][N:20]1[CH2:24][CH2:23][CH2:22][CH2:21]1)(C)(C)C.[ClH:34], predict the reaction product. The product is: [ClH:34].[ClH:34].[NH2:7][CH2:8][C:9]1[CH:14]=[CH:13][CH:12]=[CH:11][C:10]=1[CH2:15][C:16]([N:17]([CH3:31])[C@@H:18]([C:25]1[CH:30]=[CH:29][CH:28]=[CH:27][CH:26]=1)[CH2:19][N:20]1[CH2:24][CH2:23][CH2:22][CH2:21]1)=[O:32]. (6) Given the reactants Cl.[O:2]1[CH2:6][CH2:5][CH:4]([NH:7][OH:8])[CH2:3]1.[Cl:9][C:10]1[C:15]([Cl:16])=[C:14]([S:17]([OH:20])(=[O:19])=[O:18])[N:13]=[C:12]([S:21]([OH:24])(=[O:23])=[O:22])[C:11]=1[CH:25]=O, predict the reaction product. The product is: [O:2]1[CH2:6][CH2:5][CH:4]([N+:7]([O-:8])=[CH:25][C:11]2[C:12]([S:21]([OH:24])(=[O:23])=[O:22])=[N:13][C:14]([S:17]([OH:20])(=[O:19])=[O:18])=[C:15]([Cl:16])[C:10]=2[Cl:9])[CH2:3]1. (7) Given the reactants [Cl:1][C:2]1[N:10]=[C:9]([NH2:11])[N:8]=[C:7]2[C:3]=1[N:4]=[CH:5][NH:6]2.[H-].[Na+].Cl[CH2:15][O:16][CH2:17][CH2:18][Si:19]([CH3:22])([CH3:21])[CH3:20], predict the reaction product. The product is: [Cl:1][C:2]1[N:10]=[C:9]([NH2:11])[N:8]=[C:7]2[C:3]=1[N:4]=[CH:5][N:6]2[CH2:15][O:16][CH2:17][CH2:18][Si:19]([CH3:22])([CH3:21])[CH3:20].